Dataset: Reaction yield outcomes from USPTO patents with 853,638 reactions. Task: Predict the reaction yield, written as a fraction of the theoretical maximum amount of product (1.0 means a 100% yield; for example, 0.34 means a 34% yield). (1) The reactants are [NH2:1][C:2]1[C:10]([Cl:11])=[CH:9][CH:8]=[CH:7][C:3]=1[C:4]([OH:6])=O.O=S(Cl)Cl.[Cl:16][C:17]1[CH:23]=[CH:22][CH:21]=[CH:20][C:18]=1[NH2:19].C(Cl)(Cl)Cl. The catalyst is C1C=CC=CC=1. The product is [NH2:1][C:2]1[C:10]([Cl:11])=[CH:9][CH:8]=[CH:7][C:3]=1[C:4]([NH:19][C:18]1[CH:20]=[CH:21][CH:22]=[CH:23][C:17]=1[Cl:16])=[O:6]. The yield is 0.780. (2) The reactants are [O:1]=[C:2]1[C:11]2[C:6](=[CH:7][CH:8]=[CH:9][CH:10]=2)[NH:5][CH:4]=[C:3]1[C:12]([NH:14][C:15]1[CH:23]=[C:22]2[C:18]([CH:19]=[CH:20][NH:21]2)=[CH:17][C:16]=1[C:24](O)=[O:25])=[O:13].CN(C(ON1N=NC2C=CC=NC1=2)=[N+](C)C)C.F[P-](F)(F)(F)(F)F.CCN(C(C)C)C(C)C.[CH2:60]([NH2:64])[CH:61]([CH3:63])[CH3:62]. The catalyst is CN(C=O)C. The product is [CH2:60]([NH:64][C:24]([C:16]1[CH:17]=[C:18]2[C:22](=[CH:23][C:15]=1[NH:14][C:12]([C:3]1[C:2](=[O:1])[C:11]3[C:6](=[CH:7][CH:8]=[CH:9][CH:10]=3)[NH:5][CH:4]=1)=[O:13])[NH:21][CH:20]=[CH:19]2)=[O:25])[CH:61]([CH3:63])[CH3:62]. The yield is 0.660. (3) The reactants are P(Cl)(Cl)(Cl)=O.[CH2:6]([O:9][C:10]1[C:11]([C:24](=O)[CH3:25])=[CH:12][C:13]2[C:14]([CH3:23])([CH3:22])[CH2:15][CH2:16][C:17]([CH3:21])([CH3:20])[C:18]=2[CH:19]=1)[CH2:7][CH3:8].C(=O)([O-])O.[Na+].OC(C1C=C2C(=CC=1OCCC)C(C)(C)CCC2(C)C)=CCl.[OH-].[Na+]. The catalyst is O1CCOCC1.O.[Cl-].[Na+].O.CN(C)C=O. The product is [C:24]([C:11]1[CH:12]=[C:13]2[C:18](=[CH:19][C:10]=1[O:9][CH2:6][CH2:7][CH3:8])[C:17]([CH3:21])([CH3:20])[CH2:16][CH2:15][C:14]2([CH3:22])[CH3:23])#[CH:25]. The yield is 0.390.